From a dataset of Full USPTO retrosynthesis dataset with 1.9M reactions from patents (1976-2016). Predict the reactants needed to synthesize the given product. (1) Given the product [F:17][C:16]1[C:11]([CH2:3][C:1]#[N:2])=[N:12][CH:13]=[CH:14][CH:15]=1, predict the reactants needed to synthesize it. The reactants are: [C:1]([CH:3]([C:11]1[C:16]([F:17])=[CH:15][CH:14]=[CH:13][N:12]=1)C(OC(C)(C)C)=O)#[N:2].CC1C=CC(S(O)(=O)=O)=CC=1.C(Cl)Cl. (2) Given the product [O:31]=[C:29]1[C:30]2[C:16](=[CH:15][CH:14]=[CH:19][CH:18]=2)[C:17]2([CH2:5][CH2:4][N:3]([C:6]3[CH:7]=[C:12]([C:14]4[CH:19]=[CH:18][CH:17]=[C:16]([C:20]([F:21])([F:22])[F:23])[CH:15]=4)[NH:28][N:27]=3)[CH2:1][CH2:2]2)[O:26]1, predict the reactants needed to synthesize it. The reactants are: [CH2:1]([N:3]([CH2:6][CH3:7])[CH2:4][CH3:5])[CH3:2].CSC(SC)=C[C:12]([C:14]1[CH:19]=[CH:18][CH:17]=[C:16]([C:20]([F:23])([F:22])[F:21])[CH:15]=1)=O.[OH2:26].[NH2:27][NH2:28].[CH2:29]([OH:31])[CH3:30]. (3) Given the product [CH2:1]([O:3][C:4](=[O:29])[CH2:5][CH2:6][C:7]1[N:8]([C:19]2[CH:24]=[CH:23][C:22]([C:25](=[O:27])[NH2:26])=[CH:21][C:20]=2[CH3:28])[C:9]([C:12]2[CH:13]=[CH:14][C:15]([N:18]3[CH:34]=[N:33][N:32]=[CH:30]3)=[CH:16][CH:17]=2)=[CH:10][CH:11]=1)[CH3:2], predict the reactants needed to synthesize it. The reactants are: [CH2:1]([O:3][C:4](=[O:29])[CH2:5][CH2:6][C:7]1[N:8]([C:19]2[CH:24]=[CH:23][C:22]([C:25](=[O:27])[NH2:26])=[CH:21][C:20]=2[CH3:28])[C:9]([C:12]2[CH:17]=[CH:16][C:15]([NH2:18])=[CH:14][CH:13]=2)=[CH:10][CH:11]=1)[CH3:2].[CH:30]([NH:32][NH:33][CH:34]=O)=O.Cl[Si](C)(C)C.C(N(CC)CC)C.